From a dataset of NCI-60 drug combinations with 297,098 pairs across 59 cell lines. Regression. Given two drug SMILES strings and cell line genomic features, predict the synergy score measuring deviation from expected non-interaction effect. (1) Drug 1: C1C(C(OC1N2C=C(C(=O)NC2=O)F)CO)O. Drug 2: CN1C2=C(C=C(C=C2)N(CCCl)CCCl)N=C1CCCC(=O)O.Cl. Cell line: SK-OV-3. Synergy scores: CSS=4.24, Synergy_ZIP=-3.96, Synergy_Bliss=0.568, Synergy_Loewe=-10.8, Synergy_HSA=-0.575. (2) Drug 1: CC(C)(C#N)C1=CC(=CC(=C1)CN2C=NC=N2)C(C)(C)C#N. Drug 2: C1C(C(OC1N2C=NC3=C2NC=NCC3O)CO)O. Cell line: SNB-19. Synergy scores: CSS=-3.82, Synergy_ZIP=3.67, Synergy_Bliss=2.14, Synergy_Loewe=-3.26, Synergy_HSA=-2.88. (3) Drug 1: CC1C(C(CC(O1)OC2CC(CC3=C2C(=C4C(=C3O)C(=O)C5=C(C4=O)C(=CC=C5)OC)O)(C(=O)C)O)N)O.Cl. Drug 2: CS(=O)(=O)CCNCC1=CC=C(O1)C2=CC3=C(C=C2)N=CN=C3NC4=CC(=C(C=C4)OCC5=CC(=CC=C5)F)Cl. Cell line: HT29. Synergy scores: CSS=19.5, Synergy_ZIP=3.55, Synergy_Bliss=10.7, Synergy_Loewe=-21.9, Synergy_HSA=6.13. (4) Drug 1: CNC(=O)C1=CC=CC=C1SC2=CC3=C(C=C2)C(=NN3)C=CC4=CC=CC=N4. Drug 2: CCC1(CC2CC(C3=C(CCN(C2)C1)C4=CC=CC=C4N3)(C5=C(C=C6C(=C5)C78CCN9C7C(C=CC9)(C(C(C8N6C=O)(C(=O)OC)O)OC(=O)C)CC)OC)C(=O)OC)O.OS(=O)(=O)O. Cell line: OVCAR-5. Synergy scores: CSS=0.460, Synergy_ZIP=0.328, Synergy_Bliss=1.16, Synergy_Loewe=-2.02, Synergy_HSA=-0.867.